This data is from Forward reaction prediction with 1.9M reactions from USPTO patents (1976-2016). The task is: Predict the product of the given reaction. Given the reactants [CH2:1]([N:8]1[C:17]2[C:12](=[C:13]([C:28]3[CH:33]=[CH:32][C:31]([Cl:34])=[CH:30][CH:29]=3)[C:14]([C@H:19]([O:23][C:24]([CH3:27])([CH3:26])[CH3:25])[C:20]([OH:22])=[O:21])=[C:15]([CH3:18])[CH:16]=2)[CH:11]=[CH:10][C:9]1=[O:35])C1C=CC=CC=1.IC, predict the reaction product. The product is: [C:24]([O:23][C@@H:19]([C:14]1[C:13]([C:28]2[CH:29]=[CH:30][C:31]([Cl:34])=[CH:32][CH:33]=2)=[C:12]2[C:17](=[CH:16][C:15]=1[CH3:18])[N:8]([CH3:1])[C:9](=[O:35])[CH:10]=[CH:11]2)[C:20]([OH:22])=[O:21])([CH3:27])([CH3:25])[CH3:26].